Task: Predict the reaction yield, written as a fraction of the theoretical maximum amount of product (1.0 means a 100% yield; for example, 0.34 means a 34% yield).. Dataset: Reaction yield outcomes from USPTO patents with 853,638 reactions (1) The reactants are [H-].[Na+].[CH2:3]([NH:5][C:6]1[N:10]([CH2:11][C:12]2[CH:17]=[CH:16][C:15]([C:18]3[CH:23]=[CH:22][CH:21]=[CH:20][C:19]=3[C:24]#[N:25])=[CH:14][CH:13]=2)[C:9]2[C:26]([C:30]([O:32][CH3:33])=[O:31])=[CH:27][CH:28]=[CH:29][C:8]=2[N:7]=1)[CH3:4].[CH3:34]I.O. The catalyst is CN(C=O)C. The product is [CH2:3]([N:5]([CH3:34])[C:6]1[N:10]([CH2:11][C:12]2[CH:13]=[CH:14][C:15]([C:18]3[CH:23]=[CH:22][CH:21]=[CH:20][C:19]=3[C:24]#[N:25])=[CH:16][CH:17]=2)[C:9]2[C:26]([C:30]([O:32][CH3:33])=[O:31])=[CH:27][CH:28]=[CH:29][C:8]=2[N:7]=1)[CH3:4]. The yield is 0.820. (2) The reactants are [O:1]=[C:2]1[CH2:7][CH2:6][N:5]([C:8]([O:10][C:11]([CH3:14])([CH3:13])[CH3:12])=[O:9])[CH2:4][CH2:3]1.[BH4-].[Na+]. The catalyst is CO. The product is [OH:1][CH:2]1[CH2:3][CH2:4][N:5]([C:8]([O:10][C:11]([CH3:14])([CH3:13])[CH3:12])=[O:9])[CH2:6][CH2:7]1. The yield is 0.970.